This data is from Peptide-MHC class II binding affinity with 134,281 pairs from IEDB. The task is: Regression. Given a peptide amino acid sequence and an MHC pseudo amino acid sequence, predict their binding affinity value. This is MHC class II binding data. (1) The peptide sequence is KDKWIALKESWGAIW. The MHC is DRB1_0901 with pseudo-sequence DRB1_0901. The binding affinity (normalized) is 0.720. (2) The peptide sequence is GELPIVDKIDAAFKI. The MHC is DRB1_0401 with pseudo-sequence DRB1_0401. The binding affinity (normalized) is 0.449. (3) The peptide sequence is VPLYNRFSYIPNGAL. The MHC is HLA-DQA10501-DQB10301 with pseudo-sequence HLA-DQA10501-DQB10301. The binding affinity (normalized) is 0.514. (4) The peptide sequence is KMIGGIGGFVKVRQYDQILI. The MHC is HLA-DPA10301-DPB10402 with pseudo-sequence HLA-DPA10301-DPB10402. The binding affinity (normalized) is 0.428. (5) The peptide sequence is LGTCQTLTPMMSSKF. The MHC is DRB1_1302 with pseudo-sequence DRB1_1302. The binding affinity (normalized) is 0.229.